Regression. Given a peptide amino acid sequence and an MHC pseudo amino acid sequence, predict their binding affinity value. This is MHC class I binding data. From a dataset of Peptide-MHC class I binding affinity with 185,985 pairs from IEDB/IMGT. (1) The peptide sequence is EDKILKVGKFA. The MHC is Mamu-B01 with pseudo-sequence Mamu-B01. The binding affinity (normalized) is 0. (2) The binding affinity (normalized) is 0.123. The MHC is HLA-A68:01 with pseudo-sequence HLA-A68:01. The peptide sequence is RVRAYTYSK. (3) The peptide sequence is LSDDAVVCY. The MHC is HLA-B27:05 with pseudo-sequence HLA-B27:05. The binding affinity (normalized) is 0.0847. (4) The peptide sequence is RASHFRKLF. The MHC is HLA-B15:01 with pseudo-sequence HLA-B15:01. The binding affinity (normalized) is 0.0847. (5) The peptide sequence is KRLEELLPA. The MHC is HLA-A02:01 with pseudo-sequence HLA-A02:01. The binding affinity (normalized) is 0. (6) The binding affinity (normalized) is 0. The peptide sequence is SLREWLLRI. The MHC is HLA-B40:01 with pseudo-sequence HLA-B40:01.